The task is: Predict the product of the given reaction.. This data is from Forward reaction prediction with 1.9M reactions from USPTO patents (1976-2016). (1) Given the reactants Br[C:2]1[CH:3]=[C:4]([N:13]([C@H:16]2[CH2:21][CH2:20][C@H:19]([N:22]([CH3:24])[CH3:23])[CH2:18][CH2:17]2)[CH2:14][CH3:15])[C:5]([CH3:12])=[C:6]([CH:11]=1)[C:7]([O:9][CH3:10])=[O:8].[CH3:25][N:26]1[CH:30]=[C:29](B2OC(C)(C)C(C)(C)O2)[CH:28]=[N:27]1.C([O-])([O-])=O.[Na+].[Na+], predict the reaction product. The product is: [CH3:23][N:22]([CH3:24])[C@H:19]1[CH2:20][CH2:21][C@H:16]([N:13]([CH2:14][CH3:15])[C:4]2[C:5]([CH3:12])=[C:6]([CH:11]=[C:2]([C:29]3[CH:28]=[N:27][N:26]([CH3:25])[CH:30]=3)[CH:3]=2)[C:7]([O:9][CH3:10])=[O:8])[CH2:17][CH2:18]1. (2) Given the reactants [Cl:1][C:2]1[CH:7]=[C:6]2[NH:8][C:9](=[O:29])[C:10]3([CH:15]([C:16]4[CH:21]=[CH:20][CH:19]=[C:18]([Cl:22])[CH:17]=4)[CH2:14][C:13](=[O:23])[NH:12][CH:11]3[C:24]([CH2:27][CH3:28])=[CH:25][CH3:26])[C:5]2=[CH:4][CH:3]=1, predict the reaction product. The product is: [Cl:1][C:2]1[CH:7]=[C:6]2[NH:8][C:9](=[O:29])[C:10]3([CH:15]([C:16]4[CH:21]=[CH:20][CH:19]=[C:18]([Cl:22])[CH:17]=4)[CH2:14][C:13](=[O:23])[NH:12][CH:11]3[CH:24]([CH2:27][CH3:28])[CH2:25][CH3:26])[C:5]2=[CH:4][CH:3]=1.